This data is from Full USPTO retrosynthesis dataset with 1.9M reactions from patents (1976-2016). The task is: Predict the reactants needed to synthesize the given product. (1) Given the product [CH3:1][O:2][C:3](=[O:34])[C:4]1[CH:9]=[C:8]([O:10][C:11]2[CH:16]=[CH:15][C:14]([NH2:17])=[C:13]([CH2:20][CH2:21][CH3:22])[CH:12]=2)[CH:7]=[CH:6][C:5]=1[NH:23][S:24]([C:27]1[CH:28]=[CH:29][C:30]([CH3:33])=[CH:31][CH:32]=1)(=[O:26])=[O:25], predict the reactants needed to synthesize it. The reactants are: [CH3:1][O:2][C:3](=[O:34])[C:4]1[CH:9]=[C:8]([O:10][C:11]2[CH:16]=[CH:15][C:14]([N+:17]([O-])=O)=[C:13](/[CH:20]=[CH:21]\[CH3:22])[CH:12]=2)[CH:7]=[CH:6][C:5]=1[NH:23][S:24]([C:27]1[CH:32]=[CH:31][C:30]([CH3:33])=[CH:29][CH:28]=1)(=[O:26])=[O:25]. (2) The reactants are: O[CH2:2][C:3]1[C:8]([CH3:9])=[C:7]([O:10][CH2:11][CH2:12][CH2:13][O:14][CH3:15])[CH:6]=[CH:5][N:4]=1.C1(C)C=CC=CC=1.S(Cl)([Cl:25])=O. Given the product [Cl:25][CH2:2][C:3]1[C:8]([CH3:9])=[C:7]([O:10][CH2:11][CH2:12][CH2:13][O:14][CH3:15])[CH:6]=[CH:5][N:4]=1, predict the reactants needed to synthesize it. (3) Given the product [CH2:46]([O:45][N:44]=[C:13]([C:15]1[CH:20]=[CH:19][C:18]([F:21])=[CH:17][CH:16]=1)[CH2:12][N:9]1[C:10](=[O:11])[C:5]2[CH:4]=[C:3]([CH2:1][CH3:2])[S:42][C:6]=2[N:7]([CH2:23][C:24]2[CH:29]=[CH:28][C:27]([C:30]3[CH:35]=[CH:34][CH:33]=[CH:32][C:31]=3[C:36]3[NH:40][C:39](=[O:41])[O:38][N:37]=3)=[CH:26][CH:25]=2)[C:8]1=[O:22])[C:47]1[CH:52]=[CH:51][CH:50]=[CH:49][CH:48]=1, predict the reactants needed to synthesize it. The reactants are: [CH2:1]([C:3]1[S:42][C:6]2[N:7]([CH2:23][C:24]3[CH:29]=[CH:28][C:27]([C:30]4[CH:35]=[CH:34][CH:33]=[CH:32][C:31]=4[C:36]4[NH:40][C:39](=[O:41])[O:38][N:37]=4)=[CH:26][CH:25]=3)[C:8](=[O:22])[N:9]([CH2:12][C:13]([C:15]3[CH:20]=[CH:19][C:18]([F:21])=[CH:17][CH:16]=3)=O)[C:10](=[O:11])[C:5]=2[CH:4]=1)[CH3:2].Cl.[NH2:44][O:45][CH2:46][C:47]1[CH:52]=[CH:51][CH:50]=[CH:49][CH:48]=1.N1C=CC=CC=1.Cl. (4) Given the product [CH3:18][O:19][N:14]1[C:2]2[C:11]3[CH:10]=[CH:9][CH:8]=[CH:7][C:6]=3[N:5]=[CH:4][C:3]=2[N:12]=[CH:13]1, predict the reactants needed to synthesize it. The reactants are: Cl[C:2]1[C:11]2[C:6](=[CH:7][CH:8]=[CH:9][CH:10]=2)[N:5]=[CH:4][C:3]=1[N:12]=[CH:13][N:14](C)C.Cl.[CH3:18][O:19]N. (5) Given the product [CH2:21]([N:23]([CH2:27][CH3:28])[CH2:24][C:25]#[C:26][C:6]1[CH:7]=[CH:8][C:3]([C:1]#[N:2])=[CH:4][C:5]=1[O:19][CH3:20])[CH3:22], predict the reactants needed to synthesize it. The reactants are: [C:1]([C:3]1[CH:8]=[CH:7][C:6](OS(C2C=CC=CC=2)(=O)=O)=[C:5]([O:19][CH3:20])[CH:4]=1)#[N:2].[CH2:21]([N:23]([CH2:27][CH3:28])[CH2:24][C:25]#[CH:26])[CH3:22]. (6) Given the product [CH2:1]([O:3][C:4]([C:5]1([S:6]([C:9]2[CH:10]=[CH:11][C:12]([O:15][CH2:16][C:17]#[C:18][CH3:19])=[CH:13][CH:14]=2)(=[O:7])=[O:8])[CH2:44][CH2:43][N:26]([CH2:27][C:28]2[CH:33]=[CH:32][C:31]([O:34][CH2:35][CH2:36][N:37]3[CH2:42][CH2:41][CH2:40][CH2:39][CH2:38]3)=[CH:30][CH:29]=2)[CH2:25][CH2:24]1)=[O:20])[CH3:2], predict the reactants needed to synthesize it. The reactants are: [CH2:1]([O:3][C:4](=[O:20])[CH2:5][S:6]([C:9]1[CH:14]=[CH:13][C:12]([O:15][CH2:16][C:17]#[C:18][CH3:19])=[CH:11][CH:10]=1)(=[O:8])=[O:7])[CH3:2].Cl.Cl.Cl[CH2:24][CH2:25][N:26]([CH2:43][CH2:44]Cl)[CH2:27][C:28]1[CH:33]=[CH:32][C:31]([O:34][CH2:35][CH2:36][N:37]2[CH2:42][CH2:41][CH2:40][CH2:39][CH2:38]2)=[CH:30][CH:29]=1. (7) Given the product [I:36][C:31]1[CH:30]=[C:29]([C:28]2[S:10][C:23]([CH3:24])=[N:26][N:27]=2)[CH:34]=[CH:33][C:32]=1[CH3:35], predict the reactants needed to synthesize it. The reactants are: COC1C=CC(P2(SP(C3C=CC(OC)=CC=3)(=S)S2)=[S:10])=CC=1.[C:23]([NH:26][NH:27][C:28](=O)[C:29]1[CH:34]=[CH:33][C:32]([CH3:35])=[C:31]([I:36])[CH:30]=1)(=O)[CH3:24].[OH-].[Na+]. (8) Given the product [CH:18]1([NH:24][C:14]([C:11]2([F:17])[CH2:10][CH2:9][NH:8][CH2:13][CH2:12]2)=[O:16])[CH2:23][CH2:22][CH2:21][CH2:20][CH2:19]1, predict the reactants needed to synthesize it. The reactants are: C(OC([N:8]1[CH2:13][CH2:12][C:11]([F:17])([C:14]([OH:16])=O)[CH2:10][CH2:9]1)=O)(C)(C)C.[CH:18]1([NH2:24])[CH2:23][CH2:22][CH2:21][CH2:20][CH2:19]1.C(OC(N1CCC(C(=O)NC2CCCCC2)CC1)=O)(C)(C)C.